From a dataset of Reaction yield outcomes from USPTO patents with 853,638 reactions. Predict the reaction yield, written as a fraction of the theoretical maximum amount of product (1.0 means a 100% yield; for example, 0.34 means a 34% yield). The reactants are [CH3:1][C@@:2]1([C:16]([O:18][C:19]([CH3:22])([CH3:21])[CH3:20])=[O:17])[CH2:6][C:5](=[O:7])[N:4]([C@@H:8]([C:10]2[CH:15]=[CH:14][CH:13]=[CH:12][CH:11]=2)[CH3:9])[CH2:3]1.P(OCC)(OCC)[O:24]CC.C[Si]([N-][Si](C)(C)C)(C)C.[Li+]. The catalyst is O1CCCC1. The product is [OH:24][CH:6]1[C:5](=[O:7])[N:4]([C@@H:8]([C:10]2[CH:15]=[CH:14][CH:13]=[CH:12][CH:11]=2)[CH3:9])[CH2:3][C@:2]1([CH3:1])[C:16]([O:18][C:19]([CH3:21])([CH3:20])[CH3:22])=[O:17]. The yield is 0.740.